The task is: Predict the reaction yield, written as a fraction of the theoretical maximum amount of product (1.0 means a 100% yield; for example, 0.34 means a 34% yield).. This data is from Reaction yield outcomes from USPTO patents with 853,638 reactions. (1) The reactants are [Br:1][C:2]1[CH:7]=[CH:6][C:5]([C:8]([C:10]2[CH:15]=[CH:14][C:13]([OH:16])=[CH:12][CH:11]=2)=O)=[C:4]([Cl:17])[CH:3]=1.[C:18]1(=O)[CH2:23][CH2:22][CH2:21][CH2:20][CH2:19]1. The catalyst is C1COCC1.Cl[Ti](Cl)(Cl)Cl.[Zn]. The product is [Br:1][C:2]1[CH:7]=[CH:6][C:5]([C:8](=[C:18]2[CH2:23][CH2:22][CH2:21][CH2:20][CH2:19]2)[C:10]2[CH:15]=[CH:14][C:13]([OH:16])=[CH:12][CH:11]=2)=[C:4]([Cl:17])[CH:3]=1. The yield is 0.930. (2) The reactants are [F:1][C:2]1[CH:3]=[C:4]([NH:8][CH2:9][CH3:10])[CH:5]=[CH:6][CH:7]=1.[S:11]1[CH2:17][C:15](=[O:16])[NH:14][C:12]1=S.CCN(C(C)C)C(C)C. The catalyst is C(#N)C. The product is [F:1][C:2]1[CH:3]=[C:4]([N:8]([CH2:9][CH3:10])[C:12]2[S:11][CH2:17][C:15](=[O:16])[N:14]=2)[CH:5]=[CH:6][CH:7]=1. The yield is 0.766. (3) The reactants are [Cl:1][C:2]1[C:3]([O:12][C:13]2[CH:18]=[C:17]([O:19][CH2:20][CH2:21][O:22][CH3:23])[CH:16]=[CH:15][C:14]=2[CH2:24][C:25]([CH3:30])([CH3:29])[C:26](O)=[O:27])=[N:4][CH:5]=[C:6]([C:8]([F:11])([F:10])[F:9])[CH:7]=1.[CH2:31]([S:36]([NH2:39])(=[O:38])=[O:37])[CH2:32][CH2:33][CH2:34][CH3:35].N12CCCN=C1CCCCC2.Cl. The catalyst is O1CCCC1.C(OCC)(=O)C. The product is [Cl:1][C:2]1[C:3]([O:12][C:13]2[CH:18]=[C:17]([O:19][CH2:20][CH2:21][O:22][CH3:23])[CH:16]=[CH:15][C:14]=2[CH2:24][C:25]([CH3:30])([CH3:29])[C:26]([NH:39][S:36]([CH2:31][CH2:32][CH2:33][CH2:34][CH3:35])(=[O:38])=[O:37])=[O:27])=[N:4][CH:5]=[C:6]([C:8]([F:9])([F:11])[F:10])[CH:7]=1. The yield is 0.960. (4) The reactants are Cl[C:2]1[C:3]2[C:10]([C:11]3[CH:16]=[CH:15][C:14]([F:17])=[CH:13][CH:12]=3)=[C:9]([C:18]3[CH:19]=[N:20][C:21]([Cl:24])=[CH:22][CH:23]=3)[O:8][C:4]=2[N:5]=[CH:6][N:7]=1.[NH:25]1[CH2:30][CH2:29][CH:28]([OH:31])[CH2:27][CH2:26]1. No catalyst specified. The product is [Cl:24][C:21]1[N:20]=[CH:19][C:18]([C:9]2[O:8][C:4]3[N:5]=[CH:6][N:7]=[C:2]([N:25]4[CH2:30][CH2:29][CH:28]([OH:31])[CH2:27][CH2:26]4)[C:3]=3[C:10]=2[C:11]2[CH:16]=[CH:15][C:14]([F:17])=[CH:13][CH:12]=2)=[CH:23][CH:22]=1. The yield is 0.700.